This data is from Reaction yield outcomes from USPTO patents with 853,638 reactions. The task is: Predict the reaction yield, written as a fraction of the theoretical maximum amount of product (1.0 means a 100% yield; for example, 0.34 means a 34% yield). (1) The reactants are CS([C:5]1[N:12]=[C:11]([CH2:13][O:14][Si:15]([CH:22]([CH3:24])[CH3:23])([CH:19]([CH3:21])[CH3:20])[CH:16]([CH3:18])[CH3:17])[CH:10]=[CH:9][C:6]=1[C:7]#[N:8])(=O)=O.[CH3:25][Mg]Br.[Cl-].[NH4+].O. The catalyst is CCOCC. The product is [CH3:25][C:5]1[N:12]=[C:11]([CH2:13][O:14][Si:15]([CH:22]([CH3:24])[CH3:23])([CH:19]([CH3:21])[CH3:20])[CH:16]([CH3:18])[CH3:17])[CH:10]=[CH:9][C:6]=1[C:7]#[N:8]. The yield is 0.950. (2) The reactants are [CH:1]([N:4]1[C:8](C(O)=O)=[CH:7][C:6]([C:12]2[S:13][CH:14]=[CH:15][CH:16]=2)=[N:5]1)([CH3:3])[CH3:2].C([N:19]([CH2:22]C)CC)C.C1(P(N=[N+]=[N-])(C2C=CC=CC=2)=[O:31])C=CC=CC=1.[CH:41](Cl)([OH:45])[CH:42]([Cl:44])[Cl:43].[ClH:47]. The catalyst is O1CCOCC1. The product is [CH:1]([N:4]1[C:8]([NH:19][C:22](=[O:31])[O:45][CH2:41][C:42]([Cl:44])([Cl:43])[Cl:47])=[CH:7][C:6]([C:12]2[S:13][CH:14]=[CH:15][CH:16]=2)=[N:5]1)([CH3:2])[CH3:3]. The yield is 0.800.